From a dataset of Full USPTO retrosynthesis dataset with 1.9M reactions from patents (1976-2016). Predict the reactants needed to synthesize the given product. (1) Given the product [CH2:1]([O:8][C:9]1[CH:54]=[CH:53][C:12]([CH2:13][C:14]2[NH:18][C:17]3[CH:19]=[CH:20][C:21]([CH2:23][N:24]([CH2:45][C:46]([OH:48])=[O:47])[C:25](=[O:44])[C:26]4[CH:31]=[CH:30][C:29]([NH:32][C:33](=[O:43])[CH2:34][C:35]5[CH:36]=[CH:37][C:38]([O:41][CH3:42])=[CH:39][CH:40]=5)=[CH:28][CH:27]=4)=[CH:22][C:16]=3[N:15]=2)=[CH:11][CH:10]=1)[CH2:2][CH2:3][CH2:4][CH2:5][CH2:6][CH3:7], predict the reactants needed to synthesize it. The reactants are: [CH2:1]([O:8][C:9]1[CH:54]=[CH:53][C:12]([CH2:13][C:14]2[NH:18][C:17]3[CH:19]=[CH:20][C:21]([CH2:23][N:24]([CH2:45][C:46]([O:48]C(C)(C)C)=[O:47])[C:25](=[O:44])[C:26]4[CH:31]=[CH:30][C:29]([NH:32][C:33](=[O:43])[CH2:34][C:35]5[CH:40]=[CH:39][C:38]([O:41][CH3:42])=[CH:37][CH:36]=5)=[CH:28][CH:27]=4)=[CH:22][C:16]=3[N:15]=2)=[CH:11][CH:10]=1)[CH2:2][CH2:3][CH2:4][CH2:5][CH2:6][CH3:7].C(O)(C(F)(F)F)=O. (2) Given the product [F:1][C:2]1[CH:11]=[CH:10][C:9]2[S:12][C:13](=[O:14])[N:7]3[C:8]=2[C:3]=1[CH:4]([CH2:15][N:20]1[CH2:21][CH2:22][C@H:23]([NH:24][C:25](=[O:31])[O:26][C:27]([CH3:28])([CH3:29])[CH3:30])[C@H:18]([OH:17])[CH2:19]1)[CH2:5][CH2:6]3, predict the reactants needed to synthesize it. The reactants are: [F:1][C:2]1[CH:11]=[CH:10][C:9]2[S:12][C:13](=[O:14])[N:7]3[C:8]=2[C:3]=1[CH:4]([CH:15]=O)[CH2:5][CH2:6]3.[OH:17][C@H:18]1[C@@H:23]([NH:24][C:25](=[O:31])[O:26][C:27]([CH3:30])([CH3:29])[CH3:28])[CH2:22][CH2:21][NH:20][CH2:19]1. (3) Given the product [F:25][C:26]([F:45])([F:44])[S:27]([O:1][C:2]1[CH2:7][CH2:6][N:5]([C:8]([O:10][C:11]([CH3:14])([CH3:13])[CH3:12])=[O:9])[CH2:4][CH:3]=1)(=[O:29])=[O:28], predict the reactants needed to synthesize it. The reactants are: [O:1]=[C:2]1[CH2:7][CH2:6][N:5]([C:8]([O:10][C:11]([CH3:14])([CH3:13])[CH3:12])=[O:9])[CH2:4][CH2:3]1.C[Si](C)(C)[N-][Si](C)(C)C.[Li+].[F:25][C:26]([F:45])([F:44])[S:27](N(C1C=CC=CC=1)[S:27]([C:26]([F:45])([F:44])[F:25])(=[O:29])=[O:28])(=[O:29])=[O:28]. (4) The reactants are: Cl.[NH2:2][CH:3]1[CH2:8][CH2:7][N:6]([C:9]2[CH:14]=[C:13]([CH:15]3[O:19][C:18](=[O:20])[N:17]=[N:16]3)[CH:12]=[C:11]([Cl:21])[N:10]=2)[CH2:5][CH2:4]1.[Br:22][C:23]1[CH:24]=[C:25]([C:29](OC2C(F)=C(F)C(F)=C(F)C=2F)=[O:30])[NH:26][C:27]=1[CH3:28]. Given the product [Br:22][C:23]1[CH:24]=[C:25]([C:29]([NH:2][CH:3]2[CH2:8][CH2:7][N:6]([C:9]3[CH:14]=[C:13]([CH:15]4[N:16]=[N:17][C:18](=[O:20])[O:19]4)[CH:12]=[C:11]([Cl:21])[N:10]=3)[CH2:5][CH2:4]2)=[O:30])[NH:26][C:27]=1[CH3:28], predict the reactants needed to synthesize it.